This data is from Catalyst prediction with 721,799 reactions and 888 catalyst types from USPTO. The task is: Predict which catalyst facilitates the given reaction. (1) Reactant: CO[CH2:3][CH2:4][N:5]1[C:11]2[CH:12]=[C:13]([N+:16]([O-])=O)[CH:14]=[CH:15][C:10]=2[CH2:9][CH2:8][CH2:7][C:6]1=[O:19].O.NN. Product: [NH2:16][C:13]1[CH:14]=[CH:15][C:10]2[CH2:9][CH2:8][CH2:7][C:6](=[O:19])[N:5]([CH2:4][CH3:3])[C:11]=2[CH:12]=1. The catalyst class is: 50. (2) Reactant: [CH3:1][O:2][C:3]([C:5]1[CH:10]=[CH:9][C:8](B(O)O)=[CH:7][CH:6]=1)=[O:4].C(N(CC)CC)C.[NH2:21][C:22]1[CH:27]=[CH:26][C:25]([CH:28]([CH3:42])[C:29]([C:35]2[CH:40]=[CH:39][N:38]=[C:37]([Cl:41])[CH:36]=2)([OH:34])[C:30]([F:33])([F:32])[F:31])=[C:24]([Cl:43])[CH:23]=1. Product: [CH3:1][O:2][C:3](=[O:4])[C:5]1[CH:10]=[CH:9][C:8]([NH:21][C:22]2[CH:27]=[CH:26][C:25]([CH:28]([CH3:42])[C:29]([C:35]3[CH:40]=[CH:39][N:38]=[C:37]([Cl:41])[CH:36]=3)([OH:34])[C:30]([F:31])([F:32])[F:33])=[C:24]([Cl:43])[CH:23]=2)=[CH:7][CH:6]=1. The catalyst class is: 302. (3) Reactant: [Cl:1][C:2]1[CH:7]=[CH:6][C:5]([CH2:8][CH2:9]O)=[C:4]([N+:11]([O-:13])=[O:12])[CH:3]=1.C1(P(C2C=CC=CC=2)C2C=CC=CC=2)C=CC=CC=1.C(Br)(Br)(Br)[Br:34]. Product: [Br:34][CH2:9][CH2:8][C:5]1[CH:6]=[CH:7][C:2]([Cl:1])=[CH:3][C:4]=1[N+:11]([O-:13])=[O:12]. The catalyst class is: 2. (4) Reactant: Cl[CH2:2][CH2:3][CH2:4][O:5][C:6]1[CH:15]=[C:14]2[C:9]([C:10]([O:16][C:17]3[CH:22]=[CH:21][C:20]([CH3:23])=[CH:19][C:18]=3[C:24]([C:26]3[CH:31]=[CH:30][CH:29]=[CH:28][CH:27]=3)=[O:25])=[CH:11][CH:12]=[N:13]2)=[CH:8][C:7]=1[O:32][CH3:33].[NH:34]1[CH2:39][CH2:38][CH:37]([CH2:40]CO)[CH2:36][CH2:35]1.C(=O)([O-])[O-:44].[K+].[K+].O. Product: [OH:44][CH2:40][CH:37]1[CH2:36][CH2:35][N:34]([CH2:2][CH2:3][CH2:4][O:5][C:6]2[CH:15]=[C:14]3[C:9]([C:10]([O:16][C:17]4[CH:22]=[CH:21][C:20]([CH3:23])=[CH:19][C:18]=4[C:24]([C:26]4[CH:31]=[CH:30][CH:29]=[CH:28][CH:27]=4)=[O:25])=[CH:11][CH:12]=[N:13]3)=[CH:8][C:7]=2[O:32][CH3:33])[CH2:39][CH2:38]1. The catalyst class is: 9. (5) Reactant: [CH2:1]([C:5]1[N:9]2[CH:10]=[CH:11][CH:12]=[CH:13][C:8]2=[C:7]([C:14](=[O:19])C(F)(F)F)[N:6]=1)[CH2:2][CH2:3][CH3:4].[OH-:20].[K+]. Product: [CH2:1]([C:5]1[N:9]2[CH:10]=[CH:11][CH:12]=[CH:13][C:8]2=[C:7]([C:14]([OH:19])=[O:20])[N:6]=1)[CH2:2][CH2:3][CH3:4]. The catalyst class is: 14. (6) Reactant: N(OC(C)(C)C)=O.[CH3:8][O:9][C:10]([C:12]1[CH:17]=[C:16](N)[CH:15]=[C:14]([O:19][CH3:20])[N:13]=1)=[O:11].[ClH:21]. Product: [CH3:8][O:9][C:10]([C:12]1[CH:17]=[C:16]([Cl:21])[CH:15]=[C:14]([O:19][CH3:20])[N:13]=1)=[O:11]. The catalyst class is: 879. (7) Reactant: [Cl:1][C:2]1[CH:7]=[C:6]([F:8])[CH:5]=[CH:4][C:3]=1[CH2:9][C:10]([O:12][CH3:13])=[O:11].[Br:14]N1C(=O)CCC1=O.CC(N=NC(C#N)(C)C)(C#N)C. Product: [Br:14][CH:9]([C:3]1[CH:4]=[CH:5][C:6]([F:8])=[CH:7][C:2]=1[Cl:1])[C:10]([O:12][CH3:13])=[O:11]. The catalyst class is: 48. (8) Reactant: C(OC(=O)[NH:7][C:8]1[CH:13]=[CH:12][C:11]([Cl:14])=[CH:10][C:9]=1[NH:15][C:16](=[O:33])[CH2:17][C:18]([C:20]1[CH:25]=[CH:24][CH:23]=[C:22]([C:26]2[C:27]([CH3:32])=[N:28][CH:29]=[CH:30][CH:31]=2)[CH:21]=1)=O)(C)(C)C.C(O)(C(F)(F)F)=O. Product: [Cl:14][C:11]1[CH:12]=[CH:13][C:8]2[N:7]=[C:18]([C:20]3[CH:25]=[CH:24][CH:23]=[C:22]([C:26]4[C:27]([CH3:32])=[N:28][CH:29]=[CH:30][CH:31]=4)[CH:21]=3)[CH2:17][C:16](=[O:33])[NH:15][C:9]=2[CH:10]=1. The catalyst class is: 2. (9) Reactant: Cl[C:2]1[C:11]2[C:6](=[CH:7][C:8]([C:12]3[CH:17]=[CH:16][CH:15]=[CH:14][C:13]=3[CH3:18])=[CH:9][CH:10]=2)[CH:5]=[N:4][N:3]=1.[Cl:19][C:20]1[CH:25]=[CH:24][C:23]([CH:26]2[CH2:31][O:30][CH2:29][CH2:28][NH:27]2)=[CH:22][CH:21]=1.C(N(C(C)C)CC)(C)C.C([O-])([O-])=O.[Na+].[Na+]. Product: [Cl:19][C:20]1[CH:21]=[CH:22][C:23]([CH:26]2[N:27]([C:2]3[C:11]4[C:6](=[CH:7][C:8]([C:12]5[CH:17]=[CH:16][CH:15]=[CH:14][C:13]=5[CH3:18])=[CH:9][CH:10]=4)[CH:5]=[N:4][N:3]=3)[CH2:28][CH2:29][O:30][CH2:31]2)=[CH:24][CH:25]=1. The catalyst class is: 37. (10) Reactant: [F-].C([N+](CCCC)(CCCC)CCCC)CCC.[CH3:19][O:20][C:21]1[N:26]=[CH:25][C:24]([C:27](=[O:29])[CH3:28])=[CH:23][CH:22]=1.[F:30][C:31]([Si](C)(C)C)([F:33])[F:32].[NH4+].[Cl-]. Product: [F:30][C:31]([F:33])([F:32])[C:27]([C:24]1[CH:25]=[N:26][C:21]([O:20][CH3:19])=[CH:22][CH:23]=1)([OH:29])[CH3:28]. The catalyst class is: 476.